Dataset: Reaction yield outcomes from USPTO patents with 853,638 reactions. Task: Predict the reaction yield, written as a fraction of the theoretical maximum amount of product (1.0 means a 100% yield; for example, 0.34 means a 34% yield). (1) The yield is 0.860. The catalyst is CCOC(C)=O.C(OCC)C. The product is [ClH:30].[CH2:1]([O:3][C:4](=[O:29])[CH2:5][NH:6][C:7](=[O:28])[CH2:8][NH:9][C:10](=[O:27])[C@H:11]([CH2:20][CH:21]1[CH2:22][CH2:23][CH2:24][CH2:25][CH2:26]1)[NH2:12])[CH3:2]. The reactants are [CH2:1]([O:3][C:4](=[O:29])[CH2:5][NH:6][C:7](=[O:28])[CH2:8][NH:9][C:10](=[O:27])[C@H:11]([CH2:20][CH:21]1[CH2:26][CH2:25][CH2:24][CH2:23][CH2:22]1)[NH:12]C(OC(C)(C)C)=O)[CH3:2].[ClH:30].CCOC(C)=O. (2) The catalyst is CN(C=O)C.CCOC(C)=O. The yield is 0.580. The product is [CH3:31][C:18]1[C:19]2[N:20]([C:22]([C@@H:25]3[CH2:29][CH2:28][CH2:27][N:26]3[CH3:30])=[N:23][N:24]=2)[CH:21]=[C:16]([O:12][C@H:5]2[C:6]3[C:11](=[CH:10][CH:9]=[CH:8][CH:7]=3)[C@@H:2]([NH2:1])[CH2:3][CH2:4]2)[CH:17]=1. The reactants are [NH2:1][C@@H:2]1[C:11]2[C:6](=[CH:7][CH:8]=[CH:9][CH:10]=2)[C@H:5]([OH:12])[CH2:4][CH2:3]1.[H-].[Na+].F[C:16]1[CH:17]=[C:18]([CH3:31])[C:19]2[N:20]([C:22]([C@@H:25]3[CH2:29][CH2:28][CH2:27][N:26]3[CH3:30])=[N:23][N:24]=2)[CH:21]=1. (3) The reactants are [C:1]([C:3]1[CH:4]=[C:5]([C:14]2[CH:19]=[CH:18][C:17]([O:20][CH3:21])=[C:16]([F:22])[CH:15]=2)[CH:6]=[CH:7][C:8]=1[N:9]=[CH:10][N:11](C)C)#[N:2].N1C=C([C:28]2[CH:34]=[CH:33][C:31]([NH2:32])=[CH:30][CH:29]=2)N=N1. The catalyst is CC(O)=O. The product is [F:22][C:16]1[CH:15]=[C:14]([C:5]2[CH:4]=[C:3]3[C:8](=[CH:7][CH:6]=2)[N:9]=[CH:10][N:11]=[C:1]3[NH:2][C:28]2[CH:29]=[CH:30][C:31]([N:32]3[CH:8]=[N:9][CH:10]=[N:11]3)=[CH:33][CH:34]=2)[CH:19]=[CH:18][C:17]=1[O:20][CH3:21]. The yield is 0.470. (4) The reactants are Cl[CH2:2][CH2:3][CH2:4][N:5]1[C:10](=[O:11])[CH2:9][S:8][C:7]2[CH:12]=[CH:13][N:14]=[CH:15][C:6]1=2.C([O-])([O-])=O.[K+].[K+].[Na+].[I-].[CH2:24]([CH:28]1[CH2:33][CH2:32][NH:31][CH2:30][CH2:29]1)[CH2:25][CH2:26][CH3:27]. The catalyst is CCCCCCC.CCOC(C)=O. The product is [CH2:24]([CH:28]1[CH2:33][CH2:32][N:31]([CH2:2][CH2:3][CH2:4][N:5]2[C:10](=[O:11])[CH2:9][S:8][C:7]3[CH:12]=[CH:13][N:14]=[CH:15][C:6]2=3)[CH2:30][CH2:29]1)[CH2:25][CH2:26][CH3:27]. The yield is 0.320. (5) The reactants are [NH:1]1[CH2:6][CH2:5][CH:4]([CH2:7][N:8]2[C:16]3[C:11](=[CH:12][CH:13]=[CH:14][CH:15]=3)[C:10]3([CH2:20][O:19][C:18]4[CH:21]=[C:22]5[C:26](=[CH:27][C:17]3=4)[CH2:25][CH2:24][O:23]5)[C:9]2=[O:28])[CH2:3][CH2:2]1.[CH3:29][C:30]([CH3:32])=O.C([BH3-])#N.[Na+]. The catalyst is C(O)(=O)C.CO.C(=O)(O)[O-].[Na+]. The product is [CH3:29][CH:30]([N:1]1[CH2:6][CH2:5][CH:4]([CH2:7][N:8]2[C:16]3[C:11](=[CH:12][CH:13]=[CH:14][CH:15]=3)[C:10]3([CH2:20][O:19][C:18]4[CH:21]=[C:22]5[C:26](=[CH:27][C:17]3=4)[CH2:25][CH2:24][O:23]5)[C:9]2=[O:28])[CH2:3][CH2:2]1)[CH3:32]. The yield is 0.640. (6) The reactants are [Cl:1][C:2]1[CH:7]=[C:6]([F:8])[CH:5]=[CH:4][C:3]=1[CH:9]1[CH2:14][CH:13]([C:15](=[O:22])[CH2:16][C:17](OCC)=[O:18])[CH2:12][CH2:11][N:10]1[C:23]([O:25][CH3:26])=[O:24].[OH-].[Na+].[NH2:29]O.Cl. The catalyst is CO.O.C(Cl)Cl. The product is [Cl:1][C:2]1[CH:7]=[C:6]([F:8])[CH:5]=[CH:4][C:3]=1[CH:9]1[CH2:14][CH:13]([C:15]2[O:22][NH:29][C:17](=[O:18])[CH:16]=2)[CH2:12][CH2:11][N:10]1[C:23]([O:25][CH3:26])=[O:24]. The yield is 0.654.